From a dataset of Full USPTO retrosynthesis dataset with 1.9M reactions from patents (1976-2016). Predict the reactants needed to synthesize the given product. (1) The reactants are: [NH2:1][C:2]1[C:7]([C:8]#[N:9])=[C:6]([C:10]2[CH:15]=[CH:14][C:13]([O:16][CH:17]3[CH2:21][CH2:20][O:19][CH2:18]3)=[C:12]([O:22][CH3:23])[CH:11]=2)[C:5]([C:24]#[N:25])=[C:4]([SH:26])[N:3]=1.Cl[CH2:28][C:29]1[N:30]=[C:31]([C:34]2[CH:39]=[CH:38][C:37]([Cl:40])=[CH:36][CH:35]=2)[S:32][CH:33]=1.C(=O)(O)[O-].[Na+]. Given the product [NH2:1][C:2]1[C:7]([C:8]#[N:9])=[C:6]([C:10]2[CH:15]=[CH:14][C:13]([O:16][CH:17]3[CH2:21][CH2:20][O:19][CH2:18]3)=[C:12]([O:22][CH3:23])[CH:11]=2)[C:5]([C:24]#[N:25])=[C:4]([S:26][CH2:28][C:29]2[N:30]=[C:31]([C:34]3[CH:39]=[CH:38][C:37]([Cl:40])=[CH:36][CH:35]=3)[S:32][CH:33]=2)[N:3]=1, predict the reactants needed to synthesize it. (2) Given the product [F:1][C:2]1[C:11]([F:12])=[C:10]2[C:5]([CH2:6][CH2:7][CH:8]([CH2:13][CH2:14][CH2:15][CH2:16][CH3:17])[O:9]2)=[C:4]([I:27])[C:3]=1[O:18][CH2:19][O:20][CH3:21], predict the reactants needed to synthesize it. The reactants are: [F:1][C:2]1[C:11]([F:12])=[C:10]2[C:5]([CH2:6][CH2:7][CH:8]([CH2:13][CH2:14][CH2:15][CH2:16][CH3:17])[O:9]2)=[CH:4][C:3]=1[O:18][CH2:19][O:20][CH3:21].[Li]CCCC.[I:27]I.S([O-])(O)=O.[Na+]. (3) Given the product [CH2:17]([CH:12]1[CH2:13][CH2:14][CH2:15][CH2:16][CH:11]1[N:10]1[C:7]2[CH:8]=[CH:9][C:4]([C:3]([OH:2])=[O:28])=[CH:5][C:6]=2[N:19]=[C:20]1[CH2:21][C:22]1[S:23][CH:24]=[CH:25][CH:26]=1)[CH3:18], predict the reactants needed to synthesize it. The reactants are: C[O:2][C:3](=[O:28])[C:4]1[CH:9]=[CH:8][C:7]([NH:10][CH:11]2[CH2:16][CH2:15][CH2:14][CH2:13][CH:12]2[CH2:17][CH3:18])=[C:6]([NH:19][C:20](=O)[CH2:21][C:22]2[S:23][CH:24]=[CH:25][CH:26]=2)[CH:5]=1.Cl.O. (4) Given the product [CH2:29]([O:30][CH:2]=[CH:3][C:5]1[CH:6]=[CH:7][C:8]2[N:9]([CH:11]=[C:12]([C:14]([NH:16][C:17]3[CH:22]=[CH:21][CH:20]=[CH:19][CH:18]=3)=[O:15])[N:13]=2)[CH:10]=1)[CH3:28], predict the reactants needed to synthesize it. The reactants are: Br[CH2:2][C:3]([C:5]1[CH:6]=[CH:7][C:8]2[N:9]([CH:11]=[C:12]([C:14]([NH:16][C:17]3[CH:22]=[CH:21][CH:20]=[CH:19][CH:18]=3)=[O:15])[N:13]=2)[CH:10]=1)=O.C([Sn](CCCC)(CCCC)[CH:28]=[CH:29][O:30]CC)CCC. (5) Given the product [O:13]1[CH2:14][CH:15]=[C:16]([C:2]2[C:3]3[N:4]([N:9]=[C:10]([NH2:12])[N:11]=3)[CH:5]=[C:6]([CH3:8])[CH:7]=2)[CH2:17][CH2:18]1, predict the reactants needed to synthesize it. The reactants are: Br[C:2]1[C:3]2[N:4]([N:9]=[C:10]([NH2:12])[N:11]=2)[CH:5]=[C:6]([CH3:8])[CH:7]=1.[O:13]1[CH2:18][CH:17]=[C:16](B2OC(C)(C)C(C)(C)O2)[CH2:15][CH2:14]1. (6) The reactants are: [NH2:1][C:2]1[C:11]2[N:10]=[CH:9][C:8]([CH2:12][CH2:13][C:14]3[CH:19]=[CH:18][C:17]([OH:20])=[CH:16][C:15]=3[CH3:21])=[CH:7][C:6]=2[C:5]2[CH:22]=[CH:23][C:24]([CH3:26])=[CH:25][C:4]=2[N:3]=1.C(=O)([O-])[O-].[K+].[K+].Br[CH2:34][CH2:35][CH:36]([CH3:38])[CH3:37]. Given the product [CH2:34]([O:20][C:17]1[CH:18]=[CH:19][C:14]([CH2:13][CH2:12][C:8]2[CH:9]=[N:10][C:11]3[C:6]([CH:7]=2)=[C:5]2[CH:22]=[CH:23][C:24]([CH3:26])=[CH:25][C:4]2=[N:3][C:2]=3[NH2:1])=[C:15]([CH3:21])[CH:16]=1)[CH2:35][CH:36]([CH3:38])[CH3:37], predict the reactants needed to synthesize it. (7) Given the product [Br:13][CH2:1][C:2]1[CH:7]=[C:6]([N:8]2[CH:12]=[CH:11][CH:10]=[N:9]2)[CH:5]=[CH:4][N:3]=1, predict the reactants needed to synthesize it. The reactants are: [CH3:1][C:2]1[CH:7]=[C:6]([N:8]2[CH:12]=[CH:11][CH:10]=[N:9]2)[CH:5]=[CH:4][N:3]=1.[Br:13]N1C(=O)CCC1=O.C(OOC(=O)C1C=CC=CC=1)(=O)C1C=CC=CC=1. (8) Given the product [CH3:1][N:2]1[C:6]([B:12]2[O:13][C:14]([CH3:15])([CH3:16])[C:9]([CH3:10])([CH3:8])[O:18]2)=[CH:5][CH:4]=[N:3]1, predict the reactants needed to synthesize it. The reactants are: [CH3:1][N:2]1[CH:6]=[CH:5][CH:4]=[N:3]1.[Li][CH2:8][CH2:9][CH2:10]C.[B:12]([O-:18])([O-])[O:13][CH:14]([CH3:16])[CH3:15]. (9) Given the product [CH3:1][O:2][C:3](=[O:28])[CH2:4][O:5][C:6]1[CH:11]=[CH:10][C:9]([NH:12][C:13](=[O:27])[CH2:14][CH2:15][CH2:16][CH2:17][CH2:18][OH:19])=[CH:8][CH:7]=1, predict the reactants needed to synthesize it. The reactants are: [CH3:1][O:2][C:3](=[O:28])[CH2:4][O:5][C:6]1[CH:11]=[CH:10][C:9]([NH:12][C:13](=[O:27])[CH2:14][CH2:15][CH2:16][CH2:17][CH2:18][O:19]CC2C=CC=CC=2)=[CH:8][CH:7]=1.